Predict the reactants needed to synthesize the given product. From a dataset of Full USPTO retrosynthesis dataset with 1.9M reactions from patents (1976-2016). (1) The reactants are: S(Cl)(Cl)=O.Cl.[N:6]1[CH:11]=[CH:10][C:9]([CH2:12][C:13]([OH:15])=[O:14])=[CH:8][CH:7]=1.C(=O)(O)[O-].[Na+].[CH3:21][CH2:22]O. Given the product [N:6]1[CH:11]=[CH:10][C:9]([CH2:12][C:13]([O:15][CH2:21][CH3:22])=[O:14])=[CH:8][CH:7]=1, predict the reactants needed to synthesize it. (2) Given the product [Br:6][C:7]1[CH:8]=[C:9]([S:13]([NH:5][C:1]([CH3:4])([CH3:3])[CH3:2])(=[O:15])=[O:14])[CH:10]=[CH:11][CH:12]=1, predict the reactants needed to synthesize it. The reactants are: [C:1]([NH2:5])([CH3:4])([CH3:3])[CH3:2].[Br:6][C:7]1[CH:8]=[C:9]([S:13](Cl)(=[O:15])=[O:14])[CH:10]=[CH:11][CH:12]=1. (3) The reactants are: [C:1]1([OH:7])[CH:6]=[CH:5][CH:4]=[CH:3][CH:2]=1.[O:8]=[P:9](Cl)([Cl:11])[Cl:10].CCN(CC)CC. Given the product [P:9]([Cl:11])([Cl:10])(=[O:8])[O:7][C:1]1[CH:6]=[CH:5][CH:4]=[CH:3][CH:2]=1, predict the reactants needed to synthesize it. (4) Given the product [Cl:1][C:2]1[CH:3]=[C:4]([NH:9][C:10]2[N:15]=[C:14]([NH:16][CH3:17])[C:13]([N:18]3[CH2:24][CH2:23][N:21]([CH3:22])[C:19]3=[O:20])=[CH:12][N:11]=2)[CH:5]=[CH:6][C:7]=1[Cl:8], predict the reactants needed to synthesize it. The reactants are: [Cl:1][C:2]1[CH:3]=[C:4]([NH:9][C:10]2[N:15]=[C:14]([NH:16][CH3:17])[C:13]([NH:18][C:19]([N:21]([CH2:23][CH2:24]O)[CH3:22])=[O:20])=[CH:12][N:11]=2)[CH:5]=[CH:6][C:7]=1[Cl:8].C1(P(C2C=CC=CC=2)C2C=CC=CC=2)C=CC=CC=1.N(C(OCC)=O)=NC(OCC)=O. (5) Given the product [F:8][C:6]1[CH:5]=[C:4]2[C:3](=[C:2]([F:1])[CH:7]=1)[N:9]=[C:10]([OH:19])[CH:11]=[CH:12]2, predict the reactants needed to synthesize it. The reactants are: [F:1][C:2]1[CH:7]=[C:6]([F:8])[CH:5]=[CH:4][C:3]=1[NH:9][C:10](=[O:19])[CH:11]=[CH:12]C1C=CC=CC=1.[Cl-].[Cl-].[Cl-].[Al+3].